From a dataset of Full USPTO retrosynthesis dataset with 1.9M reactions from patents (1976-2016). Predict the reactants needed to synthesize the given product. (1) Given the product [Cl:5][C:6]1[N:11]=[C:10]([CH2:1][CH3:2])[CH:9]=[CH:8][N:7]=1, predict the reactants needed to synthesize it. The reactants are: [CH2:1]([Mg]Br)[CH3:2].[Cl:5][C:6]1[N:11]=[C:10](Cl)[CH:9]=[CH:8][N:7]=1.[NH4+].[Cl-]. (2) The reactants are: [CH2:1]([O:8][C:9]([NH:11][CH2:12][CH2:13][N:14]1[C:19]2[CH:20]=[C:21]([C:28]([O:30]C)=[O:29])[C:22]([C:24]([F:27])([F:26])[F:25])=[CH:23][C:18]=2[O:17][C@@:16]([CH3:38])([C:32]2[CH:37]=[CH:36][CH:35]=[CH:34][CH:33]=2)[C:15]1=[O:39])=[O:10])[C:2]1[CH:7]=[CH:6][CH:5]=[CH:4][CH:3]=1.[OH-].[Na+]. Given the product [CH2:1]([O:8][C:9]([NH:11][CH2:12][CH2:13][N:14]1[C:19]2[CH:20]=[C:21]([C:28]([OH:30])=[O:29])[C:22]([C:24]([F:27])([F:26])[F:25])=[CH:23][C:18]=2[O:17][C@@:16]([CH3:38])([C:32]2[CH:37]=[CH:36][CH:35]=[CH:34][CH:33]=2)[C:15]1=[O:39])=[O:10])[C:2]1[CH:3]=[CH:4][CH:5]=[CH:6][CH:7]=1, predict the reactants needed to synthesize it. (3) Given the product [NH2:1][C:4]1[CH:5]=[N:6][C:7]2[C:12]([C:13]=1[NH:14][CH2:15][CH2:16][CH2:17][CH2:18][NH:19][C:20](=[O:26])[O:21][C:22]([CH3:24])([CH3:23])[CH3:25])=[N:11][CH:10]=[CH:9][CH:8]=2, predict the reactants needed to synthesize it. The reactants are: [N+:1]([C:4]1[CH:5]=[N:6][C:7]2[C:12]([C:13]=1[NH:14][CH2:15][CH2:16][CH2:17][CH2:18][NH:19][C:20](=[O:26])[O:21][C:22]([CH3:25])([CH3:24])[CH3:23])=[N:11][CH:10]=[CH:9][CH:8]=2)([O-])=O.[H][H]. (4) The reactants are: [CH2:1]([S:7][CH2:8][CH2:9][C:10]1[CH:16]=[CH:15][C:13]([NH2:14])=[CH:12][CH:11]=1)[CH2:2][CH2:3][CH2:4][CH2:5][CH3:6].C(OC([N:24]1[CH2:28][CH2:27][C@H:26]([OH:29])[C@H:25]1[C:30](O)=[O:31])=O)(C)(C)C. Given the product [CH2:1]([S:7][CH2:8][CH2:9][C:10]1[CH:16]=[CH:15][C:13]([NH:14][C:30]([C@@H:25]2[C@@H:26]([OH:29])[CH2:27][CH2:28][NH:24]2)=[O:31])=[CH:12][CH:11]=1)[CH2:2][CH2:3][CH2:4][CH2:5][CH3:6], predict the reactants needed to synthesize it. (5) Given the product [Cl:26][C:23]1[CH:24]=[CH:25][C:20]([CH:8]([C:5]2[CH:6]=[CH:7][C:2]([NH:1][S:29]([CH3:28])(=[O:31])=[O:30])=[CH:3][CH:4]=2)[CH2:9][C:10]([C:12]2[CH:13]=[CH:14][C:15](=[O:19])[N:16]([CH3:18])[CH:17]=2)=[O:11])=[C:21]([CH3:27])[CH:22]=1, predict the reactants needed to synthesize it. The reactants are: [NH2:1][C:2]1[CH:7]=[CH:6][C:5]([CH:8]([C:20]2[CH:25]=[CH:24][C:23]([Cl:26])=[CH:22][C:21]=2[CH3:27])[CH2:9][C:10]([C:12]2[CH:13]=[CH:14][C:15](=[O:19])[N:16]([CH3:18])[CH:17]=2)=[O:11])=[CH:4][CH:3]=1.[CH3:28][S:29](Cl)(=[O:31])=[O:30]. (6) The reactants are: O[CH2:2][C:3]1[CH:4]=[C:5]([C:21]([NH:23][CH2:24][C:25]2[CH:30]=[CH:29][C:28]([S:31]([CH3:34])(=[O:33])=[O:32])=[CH:27][CH:26]=2)=[O:22])[C:6](=[O:20])[N:7]([C:10]2[CH:15]=[CH:14][CH:13]=[C:12]([C:16]([F:19])([F:18])[F:17])[CH:11]=2)[C:8]=1[CH3:9].S(Cl)([Cl:37])=O. Given the product [Cl:37][CH2:2][C:3]1[CH:4]=[C:5]([C:21]([NH:23][CH2:24][C:25]2[CH:30]=[CH:29][C:28]([S:31]([CH3:34])(=[O:33])=[O:32])=[CH:27][CH:26]=2)=[O:22])[C:6](=[O:20])[N:7]([C:10]2[CH:15]=[CH:14][CH:13]=[C:12]([C:16]([F:19])([F:18])[F:17])[CH:11]=2)[C:8]=1[CH3:9], predict the reactants needed to synthesize it. (7) Given the product [C:28]([C:27]1[O:1][C:2]2[CH:9]=[CH:8][C:7]([C:10]3[CH:15]=[C:14]([CH2:16][CH3:17])[CH:13]=[C:12]([C:18]([CH3:21])([CH3:20])[CH3:19])[C:11]=3[O:22][CH2:23][O:24][CH3:25])=[CH:6][C:3]=2[CH:4]=1)(=[O:30])[CH3:29], predict the reactants needed to synthesize it. The reactants are: [OH:1][C:2]1[CH:9]=[CH:8][C:7]([C:10]2[CH:15]=[C:14]([CH2:16][CH3:17])[CH:13]=[C:12]([C:18]([CH3:21])([CH3:20])[CH3:19])[C:11]=2[O:22][CH2:23][O:24][CH3:25])=[CH:6][C:3]=1[CH:4]=O.Cl[CH2:27][C:28](=[O:30])[CH3:29].C([O-])([O-])=O.[Cs+].[Cs+].O. (8) Given the product [CH3:18][CH:17]([C:14]1[CH:13]=[CH:12][C:11]([CH2:10][O:9][CH2:8][CH2:7][OH:6])=[CH:16][CH:15]=1)[CH2:19][CH2:20][CH2:21][CH2:22][CH2:23][CH2:24][CH2:25][CH2:26][CH3:27], predict the reactants needed to synthesize it. The reactants are: C([Si](C)(C)[O:6][CH2:7][CH2:8][O:9][CH2:10][C:11]1[CH:16]=[CH:15][C:14]([CH:17]([CH2:19][CH2:20][CH2:21][CH2:22][CH2:23][CH2:24][CH2:25][CH2:26][CH3:27])[CH3:18])=[CH:13][CH:12]=1)(C)(C)C.[F-].C([N+](CCCC)(CCCC)CCCC)CCC. (9) Given the product [CH3:52][S:53]([N:43]1[CH2:44][CH2:45][N:40]([C:37]2[CH:38]=[CH:39][C:34]([C:11]3[NH:10][C:14]4=[N:15][CH:16]=[CH:17][C:18]([C:19]5[CH:20]=[CH:21][C:22]([O:27][CH:28]6[CH2:33][CH2:32][O:31][CH2:30][CH2:29]6)=[C:23]([CH:26]=5)[C:24]#[N:25])=[C:13]4[CH:12]=3)=[CH:35][CH:36]=2)[CH2:41][CH2:42]1)(=[O:55])=[O:54], predict the reactants needed to synthesize it. The reactants are: C1(S([N:10]2[C:14]3=[N:15][CH:16]=[CH:17][C:18]([C:19]4[CH:20]=[CH:21][C:22]([O:27][CH:28]5[CH2:33][CH2:32][O:31][CH2:30][CH2:29]5)=[C:23]([CH:26]=4)[C:24]#[N:25])=[C:13]3[CH:12]=[C:11]2[C:34]2[CH:39]=[CH:38][C:37]([N:40]3[CH2:45][CH2:44][NH:43][CH2:42][CH2:41]3)=[CH:36][CH:35]=2)(=O)=O)C=CC=CC=1.N1C=CC=CC=1.[CH3:52][S:53](Cl)(=[O:55])=[O:54].C([O-])([O-])=O.[Cs+].[Cs+]. (10) The reactants are: C[C:2]1[C:21]([C:22]([F:25])([F:24])[F:23])=[CH:20][C:19]([C:26]([F:29])([F:28])[F:27])=[CH:18][C:3]=1[C:4](=[NH:17])[NH:5][NH:6][CH:7]=[C:8]([C:15]#[N:16])[C:9]1[CH:14]=[CH:13][CH:12]=[CH:11][N:10]=1.[CH:30](OCC)(OCC)OCC.C(O)(=O)C. Given the product [F:28][C:26]([F:29])([F:27])[C:19]1[CH:18]=[C:3]([C:4]2[N:17]=[CH:30][N:6]([CH:7]=[C:8]([C:9]3[CH:14]=[CH:13][CH:12]=[CH:11][N:10]=3)[C:15]#[N:16])[N:5]=2)[CH:2]=[C:21]([C:22]([F:23])([F:24])[F:25])[CH:20]=1, predict the reactants needed to synthesize it.